This data is from TCR-epitope binding with 47,182 pairs between 192 epitopes and 23,139 TCRs. The task is: Binary Classification. Given a T-cell receptor sequence (or CDR3 region) and an epitope sequence, predict whether binding occurs between them. (1) The epitope is VTEHDTLLY. The TCR CDR3 sequence is CASSLAPASGRRDNEQFF. Result: 1 (the TCR binds to the epitope). (2) The epitope is LVLSVNPYV. The TCR CDR3 sequence is CASSGLKSDNEQFF. Result: 0 (the TCR does not bind to the epitope). (3) The epitope is ELAGIGILTV. The TCR CDR3 sequence is CASSQVNIRGNEQYF. Result: 1 (the TCR binds to the epitope). (4) The epitope is TLDSKTQSL. The TCR CDR3 sequence is CASSSPDRVRGANVLTF. Result: 1 (the TCR binds to the epitope). (5) The epitope is VVYRGTTTY. The TCR CDR3 sequence is CASSQDIEAFF. Result: 0 (the TCR does not bind to the epitope). (6) The epitope is IPRRNVATL. The TCR CDR3 sequence is CASSQDFREGKNSPLHF. Result: 0 (the TCR does not bind to the epitope). (7) The epitope is LLQTGIHVRVSQPSL. The TCR CDR3 sequence is CSAEQFF. Result: 1 (the TCR binds to the epitope). (8) The epitope is YLDAYNMMI. The TCR CDR3 sequence is CASSQGTSDYEQYF. Result: 0 (the TCR does not bind to the epitope).